This data is from Reaction yield outcomes from USPTO patents with 853,638 reactions. The task is: Predict the reaction yield, written as a fraction of the theoretical maximum amount of product (1.0 means a 100% yield; for example, 0.34 means a 34% yield). The reactants are FC(F)(F)C(O)=O.ClCCl.O1CCCCC1[N:17]1[C:25]2[C:20](=[CH:21][C:22]([NH:26][C:27]3[CH:39]=[CH:38][C:30]([C:31]([O:33]C(C)(C)C)=[O:32])=[CH:29][CH:28]=3)=[CH:23][CH:24]=2)[CH:19]=[N:18]1.C(=O)([O-])O.[Na+]. The catalyst is C(OCC)(=O)C. The product is [NH:17]1[C:25]2[C:20](=[CH:21][C:22]([NH:26][C:27]3[CH:39]=[CH:38][C:30]([C:31]([OH:33])=[O:32])=[CH:29][CH:28]=3)=[CH:23][CH:24]=2)[CH:19]=[N:18]1. The yield is 0.350.